This data is from Reaction yield outcomes from USPTO patents with 853,638 reactions. The task is: Predict the reaction yield, written as a fraction of the theoretical maximum amount of product (1.0 means a 100% yield; for example, 0.34 means a 34% yield). The reactants are [NH2:1][C:2]1[CH:11]=[C:10]([O:12][CH3:13])[C:9]([O:14][CH2:15][CH2:16][CH2:17][Cl:18])=[CH:8][C:3]=1[C:4](OC)=[O:5].Cl.[CH:20](N)=[NH:21]. The catalyst is CCOC(C)=O. The product is [Cl:18][CH2:17][CH2:16][CH2:15][O:14][C:9]1[CH:8]=[C:3]2[C:2](=[CH:11][C:10]=1[O:12][CH3:13])[N:1]=[CH:20][N:21]=[C:4]2[OH:5]. The yield is 0.760.